This data is from Full USPTO retrosynthesis dataset with 1.9M reactions from patents (1976-2016). The task is: Predict the reactants needed to synthesize the given product. (1) Given the product [CH3:15][O:14][C:11]1[CH:12]=[CH:13][C:7]2[C:6]3[C:16]([N:29]4[CH2:30][CH2:31][N:26]([CH3:25])[CH2:27][CH2:28]4)=[N:1][C:2]4[CH:24]=[CH:23][CH:22]=[CH:21][C:3]=4[NH:4][C:5]=3[S:9][C:8]=2[CH:10]=1, predict the reactants needed to synthesize it. The reactants are: [NH2:1][C:2]1[CH:24]=[CH:23][CH:22]=[CH:21][C:3]=1[NH:4][C:5]1[S:9][C:8]2[CH:10]=[C:11]([O:14][CH3:15])[CH:12]=[CH:13][C:7]=2[C:6]=1[C:16](OCC)=O.[CH3:25][N:26]1[CH2:31][CH2:30][NH:29][CH2:28][CH2:27]1.C1(OC)C=CC=CC=1. (2) Given the product [Br:12][C:3]1[CH:4]=[C:5]([C:6]#[N:7])[CH:8]=[C:9]2[C:2]=1[NH:1][CH:11]=[CH:10]2, predict the reactants needed to synthesize it. The reactants are: [NH2:1][C:2]1[C:9]([C:10]#[CH:11])=[CH:8][C:5]([C:6]#[N:7])=[CH:4][C:3]=1[Br:12].C(NC(=O)[O-])(C)(C)C.C(O)(=O)CC(CC(O)=O)(C(O)=O)O. (3) Given the product [Cl:1][C:2]1[CH:10]=[CH:9][C:5]([C:6]([NH:21][C:16]2[CH:17]=[CH:18][CH:19]=[CH:20][C:15]=2[F:14])=[O:7])=[CH:4][C:3]=1[N+:11]([O-:13])=[O:12], predict the reactants needed to synthesize it. The reactants are: [Cl:1][C:2]1[CH:10]=[CH:9][C:5]([C:6](Cl)=[O:7])=[CH:4][C:3]=1[N+:11]([O-:13])=[O:12].[F:14][C:15]1[CH:20]=[CH:19][CH:18]=[CH:17][C:16]=1[NH2:21]. (4) Given the product [C:1]([C:5]1[CH:10]=[CH:9][C:8]([O:11][S:24]([C:23]([F:29])([F:28])[F:22])(=[O:26])=[O:25])=[C:7]([N+:12]([O-:14])=[O:13])[CH:6]=1)([CH3:4])([CH3:2])[CH3:3], predict the reactants needed to synthesize it. The reactants are: [C:1]([C:5]1[CH:10]=[CH:9][C:8]([OH:11])=[C:7]([N+:12]([O-:14])=[O:13])[CH:6]=1)([CH3:4])([CH3:3])[CH3:2].C(N(CC)CC)C.[F:22][C:23]([F:29])([F:28])[S:24](Cl)(=[O:26])=[O:25].[Cl-].[NH4+]. (5) Given the product [F:8][C:9]([F:19])([F:18])[C:10]1[CH:11]=[C:12]([OH:13])[C:7]2[C:2](=[CH:3][CH:4]=[CH:5][CH:6]=2)[N:1]=1, predict the reactants needed to synthesize it. The reactants are: [NH2:1][C:2]1[CH:7]=[CH:6][CH:5]=[CH:4][CH:3]=1.[F:8][C:9]([F:19])([F:18])[C:10](=O)[CH2:11][C:12](OCC)=[O:13].